This data is from Forward reaction prediction with 1.9M reactions from USPTO patents (1976-2016). The task is: Predict the product of the given reaction. (1) Given the reactants [NH2:1][N:2]1[CH2:9][CH:8]2[CH:4]([CH2:5][CH2:6][CH2:7]2)[CH2:3]1.CCN(C(C)C)C(C)C.[CH:19]1([N:22]2[C:27]3[N:28]=[C:29](S(C)(=O)=O)[N:30]=[CH:31][C:26]=3[CH:25]=[C:24]([O:36][C:37]3[CH:42]=[CH:41][CH:40]=[CH:39][C:38]=3[F:43])[C:23]2=[O:44])[CH2:21][CH2:20]1, predict the reaction product. The product is: [F:43][C:38]1[CH:39]=[CH:40][CH:41]=[CH:42][C:37]=1[O:36][C:24]1[C:23](=[O:44])[N:22]([CH:19]2[CH2:21][CH2:20]2)[C:27]2[N:28]=[C:29]([NH:1][N:2]3[CH2:9][CH:8]4[CH:4]([CH2:5][CH2:6][CH2:7]4)[CH2:3]3)[N:30]=[CH:31][C:26]=2[CH:25]=1. (2) Given the reactants [C:1]([C:3]1[N:8]=[CH:7][C:6]([CH:9]([CH3:15])[C:10]([O:12]CC)=[O:11])=[CH:5][CH:4]=1)#[N:2].[OH-].[Na+], predict the reaction product. The product is: [C:1]([C:3]1[N:8]=[CH:7][C:6]([CH:9]([CH3:15])[C:10]([OH:12])=[O:11])=[CH:5][CH:4]=1)#[N:2]. (3) Given the reactants Br[C:2]1[CH:7]=[CH:6][C:5]([Cl:8])=[CH:4][C:3]=1[O:9][CH3:10].[CH2:11]([O:13][C:14]([C:16]1([C:19]2[CH:24]=[CH:23][C:22](B3OC(C)(C)C(C)(C)O3)=[CH:21][CH:20]=2)[CH2:18][CH2:17]1)=[O:15])[CH3:12].C(=O)([O-])[O-].[Na+].[Na+].O, predict the reaction product. The product is: [CH2:11]([O:13][C:14]([C:16]1([C:19]2[CH:24]=[CH:23][C:22]([C:2]3[CH:7]=[CH:6][C:5]([Cl:8])=[CH:4][C:3]=3[O:9][CH3:10])=[CH:21][CH:20]=2)[CH2:17][CH2:18]1)=[O:15])[CH3:12]. (4) Given the reactants [NH:1]1[C:5]2[CH:6]=[CH:7][C:8]([C:10]([OH:12])=O)=[CH:9][C:4]=2[N:3]=[CH:2]1.[CH3:13][O:14][C:15]1[C:28]2[CH2:27][CH2:26][C@H:25]3[C@H:20]([CH2:21][CH2:22][CH2:23][NH:24]3)[C:19]=2[CH:18]=[CH:17][CH:16]=1, predict the reaction product. The product is: [NH:1]1[C:5]2[CH:6]=[CH:7][C:8]([C:10]([N:24]3[C@@H:25]4[C@@H:20]([C:19]5[CH:18]=[CH:17][CH:16]=[C:15]([O:14][CH3:13])[C:28]=5[CH2:27][CH2:26]4)[CH2:21][CH2:22][CH2:23]3)=[O:12])=[CH:9][C:4]=2[N:3]=[CH:2]1. (5) Given the reactants [CH2:1]([O:8][CH2:9][CH2:10][CH2:11][CH2:12][O:13][C:14]1([C:38]2[CH:43]=[CH:42][CH:41]=[CH:40][C:39]=2[CH3:44])[CH2:17][N:16]([C:18](=[O:37])[C@H:19]([NH:29]C(=O)OC(C)(C)C)[CH2:20][C:21]2[CH:26]=[CH:25][C:24]([O:27][CH3:28])=[CH:23][CH:22]=2)[CH2:15]1)[C:2]1[CH:7]=[CH:6][CH:5]=[CH:4][CH:3]=1.[F:45][C:46]([F:51])([F:50])[C:47]([OH:49])=[O:48], predict the reaction product. The product is: [F:45][C:46]([F:51])([F:50])[C:47]([OH:49])=[O:48].[NH2:29][CH:19]([CH2:20][C:21]1[CH:26]=[CH:25][C:24]([O:27][CH3:28])=[CH:23][CH:22]=1)[C:18]([N:16]1[CH2:17][C:14]([O:13][CH2:12][CH2:11][CH2:10][CH2:9][O:8][CH2:1][C:2]2[CH:7]=[CH:6][CH:5]=[CH:4][CH:3]=2)([C:38]2[CH:43]=[CH:42][CH:41]=[CH:40][C:39]=2[CH3:44])[CH2:15]1)=[O:37]. (6) Given the reactants [CH3:1][S:2](Cl)(=[O:4])=[O:3].[C:6]1([CH2:15][CH2:16][OH:17])[CH:11]=[CH:10][CH:9]=[C:8]([CH2:12][CH2:13][OH:14])[CH:7]=1.C(N(CC)CC)C, predict the reaction product. The product is: [CH3:1][S:2]([O:17][CH2:16][CH2:15][C:6]1[CH:11]=[CH:10][CH:9]=[C:8]([CH2:12][CH2:13][OH:14])[CH:7]=1)(=[O:4])=[O:3]. (7) Given the reactants [CH:1]12[CH2:10][CH:5]3[CH2:6][CH:7]([CH2:9][CH:3]([CH2:4]3)[C:2]1=O)[CH2:8]2.[CH2:12]([O:19][C:20](=[O:23])[NH:21][NH2:22])[C:13]1[CH:18]=[CH:17][CH:16]=[CH:15][CH:14]=1, predict the reaction product. The product is: [CH:1]12[CH2:10][CH:5]3[CH2:6][CH:7]([CH2:9][CH:3]([CH2:4]3)[C:2]1=[N:22][NH:21][C:20]([O:19][CH2:12][C:13]1[CH:18]=[CH:17][CH:16]=[CH:15][CH:14]=1)=[O:23])[CH2:8]2. (8) Given the reactants C(OC([N:8]1[CH2:13][CH2:12][CH:11]([C:14]2[C:22]3[C:17](=[CH:18][N:19]=[C:20]([N:23]4[CH2:28][CH2:27][O:26][CH2:25][CH2:24]4)[CH:21]=3)[NH:16][CH:15]=2)[CH2:10][CH2:9]1)=O)(C)(C)C.FC(F)(F)C(O)=O.[CH3:36][S:37]([N:40]1[CH2:45][CH2:44][C:43]2[N:46]([CH2:59][CH:60]3[CH2:62][O:61]3)[N:47]=[C:48]([C:49]3[CH:54]=[CH:53][C:52]([C:55]([F:58])([F:57])[F:56])=[CH:51][CH:50]=3)[C:42]=2[CH2:41]1)(=[O:39])=[O:38], predict the reaction product. The product is: [NH3:8].[CH3:36][S:37]([N:40]1[CH2:45][CH2:44][C:43]2[N:46]([CH2:59][CH:60]([OH:61])[CH2:62][N:8]3[CH2:9][CH2:10][CH:11]([C:14]4[C:22]5[C:17](=[CH:18][N:19]=[C:20]([N:23]6[CH2:24][CH2:25][O:26][CH2:27][CH2:28]6)[CH:21]=5)[NH:16][CH:15]=4)[CH2:12][CH2:13]3)[N:47]=[C:48]([C:49]3[CH:50]=[CH:51][C:52]([C:55]([F:56])([F:57])[F:58])=[CH:53][CH:54]=3)[C:42]=2[CH2:41]1)(=[O:39])=[O:38]. (9) Given the reactants [CH2:1]([C:3]1[CH:12]=[C:11]([CH3:13])[CH:10]=[CH:9][C:4]=1[C:5](OC)=[O:6])[CH3:2].[H-].[H-].[H-].[H-].[Li+].[Al+3].O.[OH-].[Na+], predict the reaction product. The product is: [CH2:1]([C:3]1[CH:12]=[C:11]([CH3:13])[CH:10]=[CH:9][C:4]=1[CH2:5][OH:6])[CH3:2].